This data is from NCI-60 drug combinations with 297,098 pairs across 59 cell lines. The task is: Regression. Given two drug SMILES strings and cell line genomic features, predict the synergy score measuring deviation from expected non-interaction effect. (1) Drug 1: CN1CCC(CC1)COC2=C(C=C3C(=C2)N=CN=C3NC4=C(C=C(C=C4)Br)F)OC. Drug 2: COC1=C2C(=CC3=C1OC=C3)C=CC(=O)O2. Cell line: DU-145. Synergy scores: CSS=16.0, Synergy_ZIP=-3.03, Synergy_Bliss=5.05, Synergy_Loewe=-5.24, Synergy_HSA=3.95. (2) Drug 1: C1CCC(C1)C(CC#N)N2C=C(C=N2)C3=C4C=CNC4=NC=N3. Drug 2: CCC1(C2=C(COC1=O)C(=O)N3CC4=CC5=C(C=CC(=C5CN(C)C)O)N=C4C3=C2)O.Cl. Cell line: MALME-3M. Synergy scores: CSS=11.9, Synergy_ZIP=-3.68, Synergy_Bliss=0.542, Synergy_Loewe=-12.6, Synergy_HSA=-1.11. (3) Drug 1: C1=CC(=CC=C1CCCC(=O)O)N(CCCl)CCCl. Drug 2: C1CNP(=O)(OC1)N(CCCl)CCCl. Cell line: LOX IMVI. Synergy scores: CSS=17.6, Synergy_ZIP=-9.30, Synergy_Bliss=1.40, Synergy_Loewe=-12.6, Synergy_HSA=0.358. (4) Drug 1: C1=CC(=CC=C1C#N)C(C2=CC=C(C=C2)C#N)N3C=NC=N3. Drug 2: CS(=O)(=O)CCNCC1=CC=C(O1)C2=CC3=C(C=C2)N=CN=C3NC4=CC(=C(C=C4)OCC5=CC(=CC=C5)F)Cl. Cell line: MOLT-4. Synergy scores: CSS=-7.14, Synergy_ZIP=-0.272, Synergy_Bliss=-8.33, Synergy_Loewe=-12.3, Synergy_HSA=-11.9. (5) Drug 1: COC1=NC(=NC2=C1N=CN2C3C(C(C(O3)CO)O)O)N. Drug 2: CC=C1C(=O)NC(C(=O)OC2CC(=O)NC(C(=O)NC(CSSCCC=C2)C(=O)N1)C(C)C)C(C)C. Cell line: IGROV1. Synergy scores: CSS=38.7, Synergy_ZIP=2.30, Synergy_Bliss=-0.0594, Synergy_Loewe=-56.0, Synergy_HSA=-4.80. (6) Drug 1: CC1=C(C=C(C=C1)C(=O)NC2=CC(=CC(=C2)C(F)(F)F)N3C=C(N=C3)C)NC4=NC=CC(=N4)C5=CN=CC=C5. Drug 2: CCC1(C2=C(COC1=O)C(=O)N3CC4=CC5=C(C=CC(=C5CN(C)C)O)N=C4C3=C2)O.Cl. Cell line: M14. Synergy scores: CSS=27.8, Synergy_ZIP=2.50, Synergy_Bliss=7.01, Synergy_Loewe=-19.2, Synergy_HSA=6.37. (7) Drug 1: C1=CC=C(C(=C1)C(C2=CC=C(C=C2)Cl)C(Cl)Cl)Cl. Drug 2: CC(C)NC(=O)C1=CC=C(C=C1)CNNC.Cl. Cell line: U251. Synergy scores: CSS=4.41, Synergy_ZIP=12.5, Synergy_Bliss=2.25, Synergy_Loewe=0.348, Synergy_HSA=1.27. (8) Drug 1: C1=CC(=CC=C1C#N)C(C2=CC=C(C=C2)C#N)N3C=NC=N3. Drug 2: C1=NC2=C(N=C(N=C2N1C3C(C(C(O3)CO)O)F)Cl)N. Cell line: COLO 205. Synergy scores: CSS=8.46, Synergy_ZIP=-1.62, Synergy_Bliss=3.58, Synergy_Loewe=-20.3, Synergy_HSA=-0.986.